This data is from Reaction yield outcomes from USPTO patents with 853,638 reactions. The task is: Predict the reaction yield, written as a fraction of the theoretical maximum amount of product (1.0 means a 100% yield; for example, 0.34 means a 34% yield). (1) The reactants are [C:1]([N:5]1[C:9]2=[N:10][C:11]([NH:14][C:15](=[O:23])[C:16]3[CH:21]=[CH:20][C:19]([CH3:22])=[CH:18][CH:17]=3)=[CH:12][CH:13]=[C:8]2[C:7]([C:24]([OH:26])=O)=[CH:6]1)([CH3:4])([CH3:3])[CH3:2].[CH2:27]([NH:29][CH2:30][CH3:31])[CH3:28].F[P-](F)(F)(F)(F)F.C[N+](C)=C(N(C)C)ON1C2N=CC=CC=2N=N1.C(N(CC)CC)C. The catalyst is CN(C=O)C. The product is [CH2:27]([N:29]([CH2:30][CH3:31])[C:24]([C:7]1[C:8]2[C:9](=[N:10][C:11]([NH:14][C:15](=[O:23])[C:16]3[CH:21]=[CH:20][C:19]([CH3:22])=[CH:18][CH:17]=3)=[CH:12][CH:13]=2)[N:5]([C:1]([CH3:4])([CH3:2])[CH3:3])[CH:6]=1)=[O:26])[CH3:28]. The yield is 0.170. (2) The reactants are [NH2:1][C:2]1[CH:7]=[CH:6][C:5]([S:8][C:9]#N)=[CH:4][C:3]=1[F:11].O.[S-2].[Na+].[Na+].CI. The catalyst is C(O)C.O. The product is [F:11][C:3]1[CH:4]=[C:5]([S:8][CH3:9])[CH:6]=[CH:7][C:2]=1[NH2:1]. The yield is 0.870. (3) The reactants are [S:1]1[CH:5]=[CH:4][CH:3]=[C:2]1[C:6]([OH:8])=O.CCN(C(C)C)C(C)C.F[P-](F)(F)(F)(F)F.N1(OC(N(C)C)=[N+](C)C)C2N=CC=CC=2N=N1.[CH3:42][O:43][C:44]1[CH:45]=[C:46]([NH:50][C:51]2[CH:56]=[C:55]([N:57]([CH3:59])[CH3:58])[N:54]=[C:53]([N:60]3[CH2:65][CH2:64][NH:63][CH2:62][CH2:61]3)[N:52]=2)[CH:47]=[CH:48][CH:49]=1.C([O-])(O)=O.[Na+]. The catalyst is CN(C=O)C. The product is [CH3:42][O:43][C:44]1[CH:45]=[C:46]([NH:50][C:51]2[CH:56]=[C:55]([N:57]([CH3:59])[CH3:58])[N:54]=[C:53]([N:60]3[CH2:65][CH2:64][N:63]([C:6]([C:2]4[S:1][CH:5]=[CH:4][CH:3]=4)=[O:8])[CH2:62][CH2:61]3)[N:52]=2)[CH:47]=[CH:48][CH:49]=1. The yield is 0.570. (4) The reactants are [CH:1]1([N:6]2[C:15]3[N:14]=[C:13]([C:16]4[CH:21]=[CH:20][N:19]=[CH:18][CH:17]=4)[N:12]=[CH:11][C:10]=3[N:9]([CH3:22])[C:8](=[O:23])[C@H:7]2[CH2:24][CH3:25])[CH2:5][CH2:4][CH2:3][CH2:2]1.C1C=C(Cl)C=C(C(OO)=[O:34])C=1.[O-]S(S([O-])=O)=O.[Na+].[Na+]. The catalyst is C(Cl)Cl. The product is [CH:1]1([N:6]2[C:15]3[N:14]=[C:13]([C:16]4[CH:21]=[CH:20][N+:19]([O-:34])=[CH:18][CH:17]=4)[N:12]=[CH:11][C:10]=3[N:9]([CH3:22])[C:8](=[O:23])[C@H:7]2[CH2:24][CH3:25])[CH2:2][CH2:3][CH2:4][CH2:5]1. The yield is 0.0640. (5) The reactants are [CH3:1][O:2][C:3](=[O:12])[CH2:4][C:5]1[CH:10]=[CH:9][C:8]([Br:11])=[CH:7][CH:6]=1.[Li+].[CH3:14]C([N-]C(C)C)C.CI. The catalyst is C1COCC1. The product is [CH3:1][O:2][C:3](=[O:12])[CH:4]([C:5]1[CH:10]=[CH:9][C:8]([Br:11])=[CH:7][CH:6]=1)[CH3:14]. The yield is 0.570. (6) The reactants are [C:1]1([C:7]2[CH:8]=[C:9]([C:12]([O:14]CC)=[O:13])[NH:10][CH:11]=2)[CH:6]=[CH:5][CH:4]=[CH:3][CH:2]=1.[OH-].[Na+]. The catalyst is C(O)C. The product is [C:1]1([C:7]2[CH:8]=[C:9]([C:12]([OH:14])=[O:13])[NH:10][CH:11]=2)[CH:2]=[CH:3][CH:4]=[CH:5][CH:6]=1. The yield is 0.660. (7) The reactants are [F:1][C:2]([F:7])([F:6])[C:3]([OH:5])=[O:4].ClCCl.C(OC(=O)[NH:17][C:18]1[NH:22][C:21]2[CH:23]=[CH:24][C:25]([NH:27][C:28](=[O:44])[C:29]([N:31]3[CH2:36][CH2:35][CH:34]([CH2:37][C:38]4[CH:43]=[CH:42][CH:41]=[CH:40][CH:39]=4)[CH2:33][CH2:32]3)=[O:30])=[CH:26][C:20]=2[N:19]=1)(C)(C)C. No catalyst specified. The product is [F:1][C:2]([F:7])([F:6])[C:3]([OH:5])=[O:4].[NH2:17][C:18]1[NH:19][C:20]2[CH:26]=[C:25]([NH:27][C:28](=[O:44])[C:29]([N:31]3[CH2:36][CH2:35][CH:34]([CH2:37][C:38]4[CH:43]=[CH:42][CH:41]=[CH:40][CH:39]=4)[CH2:33][CH2:32]3)=[O:30])[CH:24]=[CH:23][C:21]=2[N:22]=1. The yield is 0.971. (8) The reactants are [F:1][C:2]1[CH:7]=[C:6]([O:8][CH3:9])[CH:5]=[C:4]([F:10])[C:3]=1[C:11]1[N:16]=[C:15]([C:17]([O:19]C)=[O:18])[CH:14]=[CH:13][C:12]=1[F:21].[Li+].[OH-]. The catalyst is C1COCC1.CO. The product is [F:1][C:2]1[CH:7]=[C:6]([O:8][CH3:9])[CH:5]=[C:4]([F:10])[C:3]=1[C:11]1[N:16]=[C:15]([C:17]([OH:19])=[O:18])[CH:14]=[CH:13][C:12]=1[F:21]. The yield is 0.840.